Dataset: Full USPTO retrosynthesis dataset with 1.9M reactions from patents (1976-2016). Task: Predict the reactants needed to synthesize the given product. (1) Given the product [Cl:26][C:27]1[CH:35]=[N:34][CH:33]=[C:32]([Cl:36])[C:28]=1[C:29]([NH:21][C@H:20]([C:22]([OH:24])=[O:23])[CH2:19][C:17]1[S:18][C:14]([CH2:13][CH2:12][CH2:11][C:2]2[CH:3]=[CH:4][C:5]3[CH2:6][CH2:7][CH2:8][NH:9][C:10]=3[N:1]=2)=[CH:15][CH:16]=1)=[O:30], predict the reactants needed to synthesize it. The reactants are: [N:1]1[C:10]2[NH:9][CH2:8][CH2:7][CH2:6][C:5]=2[CH:4]=[CH:3][C:2]=1[CH2:11][CH2:12][CH2:13][C:14]1[S:18][C:17]([CH2:19][C@@H:20]([C:22]([O:24]C)=[O:23])[NH2:21])=[CH:16][CH:15]=1.[Cl:26][C:27]1[CH:35]=[N:34][CH:33]=[C:32]([Cl:36])[C:28]=1[C:29](O)=[O:30]. (2) Given the product [N:8]1[CH:9]=[CH:10][CH:11]=[C:6]([CH:3]2[CH2:4][CH2:5][N:1]([C:54]([C:50]3[CH:51]=[N:52][O:53][C:49]=3[C:44]3[CH:45]=[CH:46][CH:47]=[CH:48][N:43]=3)=[O:55])[CH2:2]2)[CH:7]=1, predict the reactants needed to synthesize it. The reactants are: [NH:1]1[CH2:5][CH2:4][CH:3]([C:6]2[CH:7]=[N:8][CH:9]=[CH:10][CH:11]=2)[CH2:2]1.CN(C(ON1N=NC2C=CC=CC1=2)=[N+](C)C)C.[B-](F)(F)(F)F.C(N(C(C)C)C(C)C)C.[N:43]1[CH:48]=[CH:47][CH:46]=[CH:45][C:44]=1[C:49]1[O:53][N:52]=[CH:51][C:50]=1[C:54](O)=[O:55]. (3) The reactants are: [C:1]([NH2:5])([CH3:4])(C)C.C(OC([N:13]1CC[C:16](=O)[CH2:15][C@H:14]1C(O)=O)=O)(C)(C)C.[CH3:23][C:24]1[CH:25]=[CH:26][C:27]([C:33]2[N:38]=[CH:37][CH:36]=[CH:35][N:34]=2)=[C:28]([CH:32]=1)[C:29]([OH:31])=O.CC[N:41]([CH:45]([CH3:47])C)[CH:42]([CH3:44])[CH3:43].C(P1(=O)OP(CCC)(=O)OP([CH2:62][CH2:63][CH3:64])(=O)O1)CC.C(Cl)[Cl:67]. Given the product [Cl:67][C:15]1[CH:16]=[CH:4][C:1]([NH:5][CH2:44][C@H:42]2[N:41]([C:29]([C:28]3[CH:32]=[C:24]([CH3:23])[CH:25]=[CH:26][C:27]=3[C:33]3[N:38]=[CH:37][CH:36]=[CH:35][N:34]=3)=[O:31])[CH2:45][CH2:47][C:62]3([CH2:63][CH2:64]3)[CH2:43]2)=[N:13][CH:14]=1, predict the reactants needed to synthesize it. (4) The reactants are: [NH2:1][C:2]1[CH:10]=[CH:9][C:5]([C:6]([NH2:8])=[O:7])=[CH:4][N:3]=1.Br[CH2:12][C:13]([C:15]1[CH:20]=[CH:19][C:18]([F:21])=[C:17]([F:22])[CH:16]=1)=O.[OH-].[Na+]. Given the product [F:22][C:17]1[CH:16]=[C:15]([C:13]2[N:1]=[C:2]3[CH:10]=[CH:9][C:5]([C:6]([NH2:8])=[O:7])=[CH:4][N:3]3[CH:12]=2)[CH:20]=[CH:19][C:18]=1[F:21], predict the reactants needed to synthesize it. (5) Given the product [NH2:5][CH:6]([C:11]1[CH:16]=[CH:15][CH:14]=[CH:13][CH:12]=1)[CH2:7][C:8]([OH:10])=[O:9], predict the reactants needed to synthesize it. The reactants are: ClCC([NH:5][CH:6]([C:11]1[CH:16]=[CH:15][CH:14]=[CH:13][CH:12]=1)[CH2:7][C:8]([OH:10])=[O:9])=O.[OH-].[Na+]. (6) The reactants are: [NH2:1]/[C:2](=[N:12]\[OH:13])/[CH2:3][NH:4][C:5](=[O:11])[O:6][C:7]([CH3:10])([CH3:9])[CH3:8].[CH3:14][CH2:15]OC(C)=O.CC[O-].[Na+]. Given the product [CH3:14][C:15]1[O:13][N:12]=[C:2]([CH2:3][NH:4][C:5](=[O:11])[O:6][C:7]([CH3:9])([CH3:8])[CH3:10])[N:1]=1, predict the reactants needed to synthesize it. (7) Given the product [NH2:1][C:2]1[C:7]([C:8]([OH:10])=[O:9])=[CH:6][N:5]=[C:4]([S:11][CH3:12])[N:3]=1, predict the reactants needed to synthesize it. The reactants are: [NH2:1][C:2]1[C:7]([C:8]([O-:10])=[O:9])=[CH:6][N:5]=[C:4]([S:11][CH3:12])[N:3]=1.[OH-].[Li+]. (8) Given the product [CH2:1]([O:8][C:9]1[C:18](=[O:19])[N:17]2[C:12]([C:13]([CH3:21])([CH3:20])[O:14][CH2:15][CH2:16]2)=[N:11][C:10]=1[C:22]([NH:24][NH:25][C:41](=[O:42])[CH2:40][C:37]1[CH:38]=[CH:39][C:34]([F:33])=[CH:35][CH:36]=1)=[O:23])[C:2]1[CH:7]=[CH:6][CH:5]=[CH:4][CH:3]=1, predict the reactants needed to synthesize it. The reactants are: [CH2:1]([O:8][C:9]1[C:18](=[O:19])[N:17]2[C:12]([C:13]([CH3:21])([CH3:20])[O:14][CH2:15][CH2:16]2)=[N:11][C:10]=1[C:22]([NH:24][NH2:25])=[O:23])[C:2]1[CH:7]=[CH:6][CH:5]=[CH:4][CH:3]=1.CCN(CC)CC.[F:33][C:34]1[CH:39]=[CH:38][C:37]([CH2:40][C:41](Cl)=[O:42])=[CH:36][CH:35]=1.